Dataset: Forward reaction prediction with 1.9M reactions from USPTO patents (1976-2016). Task: Predict the product of the given reaction. (1) Given the reactants F[C:2]1[CH:9]=[CH:8][C:5]([C:6]#[N:7])=[CH:4][CH:3]=1.[NH:10]1[CH2:15][CH2:14][S:13][CH2:12][CH2:11]1, predict the reaction product. The product is: [S:13]1[CH2:14][CH2:15][N:10]([C:2]2[CH:9]=[CH:8][C:5]([C:6]#[N:7])=[CH:4][CH:3]=2)[CH2:11][CH2:12]1. (2) Given the reactants Cl[C:2]1[N:3]=[C:4]([N:23]2[CH2:28][CH2:27][O:26][CH2:25][CH2:24]2)[C:5]2[N:11]=[C:10]([CH2:12][N:13]3[CH2:16][CH:15]([N:17]4[CH2:22][CH2:21][O:20][CH2:19][CH2:18]4)[CH2:14]3)[CH:9]=[CH:8][C:6]=2[N:7]=1.[CH3:29][N:30]([CH3:40])[C:31]1[NH:35][C:34]2[CH:36]=[CH:37][CH:38]=[CH:39][C:33]=2[N:32]=1, predict the reaction product. The product is: [CH3:29][N:30]([CH3:40])[C:31]1[N:32]([C:2]2[N:3]=[C:4]([N:23]3[CH2:24][CH2:25][O:26][CH2:27][CH2:28]3)[C:5]3[N:11]=[C:10]([CH2:12][N:13]4[CH2:14][CH:15]([N:17]5[CH2:22][CH2:21][O:20][CH2:19][CH2:18]5)[CH2:16]4)[CH:9]=[CH:8][C:6]=3[N:7]=2)[C:33]2[CH:39]=[CH:38][CH:37]=[CH:36][C:34]=2[N:35]=1. (3) Given the reactants [CH3:1][C@H:2]1[N:7]2C(C3N(C[C@@H]2O[CH2:4][CH2:3]1)C=C(C(NCC1C=CC(F)=CC=1F)=O)C(=O)C=3O)=O.[CH3:31][O:32][C:33]1[C:34](=[O:49])[C:35]([C:46]([OH:48])=[O:47])=[CH:36][N:37]([CH2:43][CH:44]=[O:45])[C:38]=1[C:39]([O:41]C)=O.N[C@H](C)CCO, predict the reaction product. The product is: [CH3:31][O:32][C:33]1[C:34](=[O:49])[C:35]([C:46]([OH:48])=[O:47])=[CH:36][N:37]2[C:38]=1[C:39](=[O:41])[N:7]1[C@@H:44]([O:45][CH2:4][CH2:3][C@H:2]1[CH3:1])[CH2:43]2.